The task is: Predict which catalyst facilitates the given reaction.. This data is from Catalyst prediction with 721,799 reactions and 888 catalyst types from USPTO. Product: [CH3:36][O:35][C:29]1[CH:28]=[C:27]([CH:32]=[CH:31][C:30]=1[O:33][CH3:34])[CH2:26][N:19]1[C:18](=[O:37])[C:17]2[C:21](=[CH:22][CH:23]=[CH:24][C:16]=2[N:11]2[CH2:10][CH:9]3[N:8]([CH:1]([C:2]4[CH:7]=[CH:6][CH:5]=[CH:4][CH:3]=4)[CH3:39])[CH:13]([CH2:14][CH2:15]3)[CH2:12]2)[C:20]1=[O:25]. Reactant: [CH2:1]([N:8]1[CH:13]2[CH2:14][CH2:15][CH:9]1[CH2:10][N:11]([C:16]1[CH:24]=[CH:23][CH:22]=[C:21]3[C:17]=1[C:18](=[O:37])[N:19]([CH2:26][C:27]1[CH:32]=[CH:31][C:30]([O:33][CH3:34])=[C:29]([O:35][CH3:36])[CH:28]=1)[C:20]3=[O:25])[CH2:12]2)[C:2]1[CH:7]=[CH:6][CH:5]=[CH:4][CH:3]=1.Br[CH:39](C1C=CC=CC=1)C.C([O-])([O-])=O.[K+].[K+]. The catalyst class is: 99.